Dataset: Full USPTO retrosynthesis dataset with 1.9M reactions from patents (1976-2016). Task: Predict the reactants needed to synthesize the given product. (1) Given the product [C:5]([NH:2][C:1]([NH:28][C:17]1[CH:18]=[C:19]([CH:22]2[CH2:27][CH2:26][O:25][CH2:24][CH2:23]2)[CH:20]=[CH:21][C:16]=1[O:15][CH3:14])=[S:3])(=[O:12])[C:6]1[CH:11]=[CH:10][CH:9]=[CH:8][CH:7]=1, predict the reactants needed to synthesize it. The reactants are: [C:1]([SH:3])#[N:2].N.[C:5](Cl)(=[O:12])[C:6]1[CH:11]=[CH:10][CH:9]=[CH:8][CH:7]=1.[CH3:14][O:15][C:16]1[CH:21]=[CH:20][C:19]([CH:22]2[CH2:27][CH2:26][O:25][CH2:24][CH2:23]2)=[CH:18][C:17]=1[NH2:28]. (2) Given the product [CH3:1][O:2][C:3](=[O:27])[C:4]([C:16]1[CH:21]=[CH:20][C:19]([O:22][CH2:23][CH2:24][CH2:25][NH:35][CH2:34][CH:33]([O:32][C:31]2[CH:30]=[CH:39][CH:38]=[CH:37][CH:36]=2)[O:41][CH3:40])=[CH:18][CH:17]=1)=[CH:5][C:6]1[CH:11]=[C:10]([O:12][CH3:13])[CH:9]=[C:8]([O:14][CH3:15])[CH:7]=1, predict the reactants needed to synthesize it. The reactants are: [CH3:1][O:2][C:3](=[O:27])[C:4]([C:16]1[CH:21]=[CH:20][C:19]([O:22][CH2:23][CH2:24][CH2:25]Br)=[CH:18][CH:17]=1)=[CH:5][C:6]1[CH:11]=[C:10]([O:12][CH3:13])[CH:9]=[C:8]([O:14][CH3:15])[CH:7]=1.CO[C:30]1[CH:39]=[CH:38][CH:37]=[CH:36][C:31]=1[O:32][CH2:33][CH2:34][NH2:35].[C:40](=O)([O-])[O-:41].[K+].[K+]. (3) Given the product [C:1]([C:3]1[CH:8]=[CH:7][C:6]([C:9]2[CH:10]=[N:11][N:12]([C:15]3[CH:23]=[CH:22][C:18]([C:19]([NH:25][CH2:26][CH2:27][CH2:28][CH2:29][OH:30])=[O:21])=[CH:17][N:16]=3)[C:13]=2[OH:14])=[C:5]([CH3:24])[CH:4]=1)#[N:2], predict the reactants needed to synthesize it. The reactants are: [C:1]([C:3]1[CH:8]=[CH:7][C:6]([C:9]2[CH:10]=[N:11][N:12]([C:15]3[CH:23]=[CH:22][C:18]([C:19]([OH:21])=O)=[CH:17][N:16]=3)[C:13]=2[OH:14])=[C:5]([CH3:24])[CH:4]=1)#[N:2].[NH2:25][CH2:26][CH2:27][CH2:28][CH2:29][OH:30]. (4) Given the product [Br:1][C:2]1[CH:3]=[C:4]([CH:20]=[O:21])[C:5]2[O:9][CH2:8][CH2:7][C:6]=2[CH:10]=1, predict the reactants needed to synthesize it. The reactants are: [Br:1][C:2]1[CH:3]=[C:4](Br)[C:5]2[O:9][CH2:8][CH2:7][C:6]=2[CH:10]=1.[Li]CCCC.CN([CH:20]=[O:21])C.Cl. (5) The reactants are: [CH3:1][Si:2]([CH3:20])([CH3:19])[CH2:3][CH2:4][O:5][CH2:6][N:7]1[CH:11]=[C:10]([CH:12]2[CH2:17][CH2:16][C:15](=[O:18])[CH2:14][CH2:13]2)[CH:9]=[N:8]1.[Li+].CC([N-]C(C)C)C.[F:29][C:30]([F:50])([F:49])[S:31](N(C1C=CC(Cl)=CN=1)[S:31]([C:30]([F:50])([F:49])[F:29])(=[O:33])=[O:32])(=[O:33])=[O:32]. Given the product [F:29][C:30]([F:50])([F:49])[S:31]([O:18][C:15]1[CH2:16][CH2:17][CH:12]([C:10]2[CH:9]=[N:8][N:7]([CH2:6][O:5][CH2:4][CH2:3][Si:2]([CH3:20])([CH3:19])[CH3:1])[CH:11]=2)[CH2:13][CH:14]=1)(=[O:33])=[O:32], predict the reactants needed to synthesize it. (6) Given the product [CH3:1][C@@H:2]([OH:71])[C@@H:3]1[NH:27][C:25](=[O:26])[C@H:24]([CH2:28][CH2:29][CH2:30][CH2:31][NH2:32])[NH:23][C:21](=[O:22])[C@@H:20]([CH2:33][C:34]2[C:38]3[CH:39]=[CH:40][CH:41]=[CH:42][C:37]=3[NH:36][CH:35]=2)[NH:19][C:17](=[O:18])[C@H:16]([CH2:43][C:44]2[CH:49]=[CH:48][CH:47]=[CH:46][CH:45]=2)[NH:15][C:13](=[O:14])[C@@H:12]([NH:50][C:51]([C@H:53]([NH2:61])[CH2:54][C:55]2[CH:60]=[CH:59][CH:58]=[CH:57][CH:56]=2)=[O:52])[CH2:11][S:10][S:9][CH2:8][C@@H:7]([C:62]([NH:64][C@@H:65]([C@H:68]([OH:70])[CH3:69])[CH2:66][OH:67])=[O:63])[NH:6][C:4]1=[O:5], predict the reactants needed to synthesize it. The reactants are: [CH3:1][C@@H:2]([OH:71])[C@@H:3]1[NH:27][C:25](=[O:26])[C@H:24]([CH2:28][CH2:29][CH2:30][CH2:31][NH2:32])[NH:23][C:21](=[O:22])[C@@H:20]([CH2:33][C:34]2[C:38]3[CH:39]=[CH:40][CH:41]=[CH:42][C:37]=3[NH:36][CH:35]=2)[NH:19][C:17](=[O:18])[C@H:16]([CH2:43][C:44]2[CH:45]=[CH:46][CH:47]=[CH:48][CH:49]=2)[NH:15][C:13](=[O:14])[C@@H:12]([NH:50][C:51]([C@H:53]([NH2:61])[CH2:54][C:55]2[CH:56]=[CH:57][CH:58]=[CH:59][CH:60]=2)=[O:52])[CH2:11][S:10][S:9][CH2:8][C@@H:7]([C:62]([NH:64][C@@H:65]([C@H:68]([OH:70])[CH3:69])[CH2:66][OH:67])=[O:63])[NH:6][C:4]1=[O:5].CC(O)=O.CC[C@@]1(O)CN2C[C@@H](C[C@](C(OC)=O)(C3C=C4[C@]56[C@@H]7[C@](CC)([C@@H](OC(C)=O)[C@](O)(C(OC)=O)[C@@H]5N(C=O)C4=CC=3OC)C=CCN7CC6)C3NC4C=CC=CC=4C=3CC2)C1.OS(O)(=O)=O.CC1[C@@H](OC([C@H](O)[C@@H](NC(C2C=CC=CC=2)=O)C2C=CC=CC=2)=O)C[C@]2(O)C(C)(C)C=1[C@@H](OC(C)=O)C([C@@]1(C)[C@H]([C@@H]2OC(C2C=CC=CC=2)=O)[C@]2(OC(C)=O)CO[C@@H]2C[C@@H]1O)=O.C[C@@]12[C@@](O)(C(CO)=O)CC[C@H]1[C@@H]1CCC3[C@@](C)([C@H]1C(=O)C2)C=CC(=O)C=3. (7) Given the product [C:9]1(=[O:10])[NH:3][C:30](=[O:31])[CH:12]=[CH:11]1.[CH2:11]=[CH:12][C:13]1[CH:18]=[CH:17][CH:16]=[CH:15][CH:14]=1, predict the reactants needed to synthesize it. The reactants are: C([N:3](CC)CC)C.Cl[C:9]([CH:11]=[CH:12][C:13]1[CH:18]=[CH:17][C:16](OC(=O)C2C=CC(F)=C(F)C=2)=[CH:15][CH:14]=1)=[O:10].[CH3:30][OH:31]. (8) Given the product [C:1]([O:5][C:6](=[O:26])[NH:7][C@H:8]([C:10]1[N:18]([C:19]2[CH:24]=[CH:23][CH:22]=[CH:21][CH:20]=2)[C:17]2[C:12]([N:11]=1)=[N:13][CH:14]=[CH:15][CH:16]=2)[CH3:9])([CH3:4])([CH3:3])[CH3:2], predict the reactants needed to synthesize it. The reactants are: [C:1]([O:5][C:6](=[O:26])[NH:7][C@H:8]([C:10](=O)[NH:11][C:12]1[C:17]([NH:18][C:19]2[CH:24]=[CH:23][CH:22]=[CH:21][CH:20]=2)=[CH:16][CH:15]=[CH:14][N:13]=1)[CH3:9])([CH3:4])([CH3:3])[CH3:2].